From a dataset of Catalyst prediction with 721,799 reactions and 888 catalyst types from USPTO. Predict which catalyst facilitates the given reaction. (1) Reactant: [N+:1]([C:4]1[CH:12]=[CH:11][CH:10]=[C:9]2[C:5]=1[CH:6]=[CH:7][NH:8]2)([O-:3])=[O:2].[Cl-].C[Al+]C.Cl[C:18](=[O:26])[CH2:19][CH2:20][C:21]([O:23][CH2:24][CH3:25])=[O:22]. Product: [N+:1]([C:4]1[CH:12]=[CH:11][CH:10]=[C:9]2[C:5]=1[C:6]([C:18](=[O:26])[CH2:19][CH2:20][C:21]([O:23][CH2:24][CH3:25])=[O:22])=[CH:7][NH:8]2)([O-:3])=[O:2]. The catalyst class is: 2. (2) Reactant: [NH2:1][C:2]1[S:6][C:5]2[CH2:7][CH2:8][CH2:9][CH2:10][C:4]=2[C:3]=1[C:11]([NH2:13])=[O:12].C(N(CC)CC)C.[Cl:21][CH2:22][CH2:23][C:24](Cl)=[O:25].Cl. Product: [Cl:21][CH2:22][CH2:23][C:24]([NH:1][C:2]1[S:6][C:5]2[CH2:7][CH2:8][CH2:9][CH2:10][C:4]=2[C:3]=1[C:11]([NH2:13])=[O:12])=[O:25]. The catalyst class is: 2. (3) Reactant: [C:1]([O:4][N:5]=[C:6]([C:8]1[CH:13]=[CH:12][C:11]([I:14])=[CH:10][CH:9]=1)[NH2:7])(=O)[CH3:2].C1(C)C=CC(S(O)(=O)=O)=CC=1. Product: [I:14][C:11]1[CH:12]=[CH:13][C:8]([C:6]2[N:7]=[C:1]([CH3:2])[O:4][N:5]=2)=[CH:9][CH:10]=1. The catalyst class is: 11. (4) Product: [CH3:11][C:12]1[O:10][C:3]2[C:4]([CH3:9])=[CH:5][C:6]([NH2:8])=[CH:7][C:2]=2[N:1]=1. The catalyst class is: 15. Reactant: [NH2:1][C:2]1[CH:7]=[C:6]([NH2:8])[CH:5]=[C:4]([CH3:9])[C:3]=1[OH:10].[CH2:11](C(CC)(CC)C([O-])([O-])[O-])[CH3:12]. (5) Product: [N:3]1([C:8]2[CH:9]=[CH:10][C:11]([C:14]3[C:15](=[O:24])[N:16]([CH2:26][C:27]([NH:29][C:30]4[CH:35]=[CH:34][CH:33]=[C:32]([C:36]([F:37])([F:38])[F:39])[CH:31]=4)=[O:28])[C:17]4([CH2:23][CH2:22][CH2:21][CH2:20][CH2:19]4)[N:18]=3)=[CH:12][CH:13]=2)[CH:7]=[CH:6][N:5]=[CH:4]1. Reactant: [H-].[Na+].[N:3]1([C:8]2[CH:13]=[CH:12][C:11]([C:14]3[C:15](=[O:24])[NH:16][C:17]4([CH2:23][CH2:22][CH2:21][CH2:20][CH2:19]4)[N:18]=3)=[CH:10][CH:9]=2)[CH:7]=[CH:6][N:5]=[CH:4]1.Br[CH2:26][C:27]([NH:29][C:30]1[CH:35]=[CH:34][CH:33]=[C:32]([C:36]([F:39])([F:38])[F:37])[CH:31]=1)=[O:28].O. The catalyst class is: 3.